Dataset: TCR-epitope binding with 47,182 pairs between 192 epitopes and 23,139 TCRs. Task: Binary Classification. Given a T-cell receptor sequence (or CDR3 region) and an epitope sequence, predict whether binding occurs between them. (1) The epitope is KLWAQCVQL. The TCR CDR3 sequence is CASSTRFGNTIYF. Result: 0 (the TCR does not bind to the epitope). (2) The epitope is LEPLVDLPI. The TCR CDR3 sequence is CASSQGQGLYNEQFF. Result: 1 (the TCR binds to the epitope). (3) The epitope is DPFRLLQNSQVFS. The TCR CDR3 sequence is CASSVGSGGLYQPQHF. Result: 0 (the TCR does not bind to the epitope). (4) The epitope is FADDLNQLTGY. The TCR CDR3 sequence is CAWGRNTEAFF. Result: 0 (the TCR does not bind to the epitope). (5) The TCR CDR3 sequence is CASSQDLAGNTGELFF. The epitope is RAKFKQLL. Result: 1 (the TCR binds to the epitope). (6) The epitope is YSEHPTFTSQY. The TCR CDR3 sequence is CASSPHRNEKLFF. Result: 0 (the TCR does not bind to the epitope). (7) The epitope is FLRGRAYGL. The TCR CDR3 sequence is CASSGGSRGGSTGELFF. Result: 0 (the TCR does not bind to the epitope). (8) The epitope is YVLDHLIVV. The TCR CDR3 sequence is CASSPRGGVEKTQYF. Result: 0 (the TCR does not bind to the epitope). (9) The epitope is FPPTSFGPL. The TCR CDR3 sequence is CASSYTGFEQYF. Result: 1 (the TCR binds to the epitope).